Predict which catalyst facilitates the given reaction. From a dataset of Catalyst prediction with 721,799 reactions and 888 catalyst types from USPTO. (1) Reactant: [C:1]([O-:4])(=[O:3])[CH3:2].[K+].Br[CH:7]([CH2:18][O:19][CH3:20])[C:8]([NH:10][C:11]1[CH:16]=[CH:15][C:14]([CH3:17])=[CH:13][N:12]=1)=[O:9]. Product: [C:1]([O:4][CH:7]([CH2:18][O:19][CH3:20])[C:8]([NH:10][C:11]1[CH:16]=[CH:15][C:14]([CH3:17])=[CH:13][N:12]=1)=[O:9])(=[O:3])[CH3:2]. The catalyst class is: 10. (2) Reactant: [CH3:1][N:2]1[CH:6]=[CH:5][CH:4]=[C:3]1[CH2:7][CH2:8]CS([O-])(=O)=O.[C:14]1(=[O:24])[NH:18][C:17](=[O:19])[C:16]2=[CH:20][CH:21]=[CH:22][CH:23]=[C:15]12.[K].C(=O)([O-])[O-].[K+].[K+]. Product: [CH3:1][N:2]1[CH:6]=[CH:5][CH:4]=[C:3]1[CH2:7][CH2:8][N:18]1[C:14](=[O:24])[C:15]2[C:16](=[CH:20][CH:21]=[CH:22][CH:23]=2)[C:17]1=[O:19]. The catalyst class is: 3.